Dataset: Full USPTO retrosynthesis dataset with 1.9M reactions from patents (1976-2016). Task: Predict the reactants needed to synthesize the given product. (1) Given the product [C:1]([C:5]1[N:10]=[CH:9][C:8]([C:11]2[N:12]([C:32]([N:45]3[CH2:46][CH2:47][N:42]([C:40](=[O:41])[CH:39]([CH3:48])[CH3:38])[CH2:43][CH2:44]3)=[O:33])[C@@:13]([C:25]3[CH:26]=[CH:27][C:28]([Cl:31])=[CH:29][CH:30]=3)([CH3:24])[C@@:14]([C:17]3[CH:18]=[CH:19][C:20]([Cl:23])=[CH:21][CH:22]=3)([CH3:16])[N:15]=2)=[C:7]([O:35][CH2:36][CH3:37])[CH:6]=1)([CH3:2])([CH3:3])[CH3:4], predict the reactants needed to synthesize it. The reactants are: [C:1]([C:5]1[N:10]=[CH:9][C:8]([C:11]2[N:12]([C:32](Cl)=[O:33])[C@@:13]([C:25]3[CH:30]=[CH:29][C:28]([Cl:31])=[CH:27][CH:26]=3)([CH3:24])[C@@:14]([C:17]3[CH:22]=[CH:21][C:20]([Cl:23])=[CH:19][CH:18]=3)([CH3:16])[N:15]=2)=[C:7]([O:35][CH2:36][CH3:37])[CH:6]=1)([CH3:4])([CH3:3])[CH3:2].[CH3:38][CH:39]([CH3:48])[C:40]([N:42]1[CH2:47][CH2:46][NH:45][CH2:44][CH2:43]1)=[O:41]. (2) Given the product [ClH:1].[CH2:2]1[C:10]2[C:5](=[C:6]([O:11][CH:12]3[CH2:13][NH:14][CH2:15]3)[CH:7]=[CH:8][CH:9]=2)[CH2:4][CH2:3]1, predict the reactants needed to synthesize it. The reactants are: [ClH:1].[CH2:2]1[C:10]2[C:5](=[C:6]([O:11][CH:12]3[CH2:15][N:14](C(C4C=CC=CC=4)C4C=CC=CC=4)[CH2:13]3)[CH:7]=[CH:8][CH:9]=2)[CH2:4][CH2:3]1. (3) Given the product [Cl:1][C:2]1[CH:3]=[C:4]([C@@H:8]([OH:14])[CH2:9][C:10]([N:12]=[O:13])=[O:11])[CH:5]=[CH:6][CH:7]=1, predict the reactants needed to synthesize it. The reactants are: [Cl:1][C:2]1[CH:3]=[C:4]([C@@H:8]([O:14]C(=O)N)[CH2:9][C:10]([N:12]=[O:13])=[O:11])[CH:5]=[CH:6][CH:7]=1.ClC1C=C([C@H](O)CO)C=CC=1. (4) Given the product [F:41][CH:2]([F:1])[C:3]1[S:7][C:6]([C:8]([NH:10][C:11]2[N:15]([CH2:16][C@H:17]3[CH2:21][CH2:20][CH2:19][NH:18]3)[C:14]3[CH:29]=[CH:30][C:31]([C:33]([NH:34][CH2:35][C:36]([CH3:38])([CH3:37])[CH3:39])=[O:40])=[CH:32][C:13]=3[N:12]=2)=[O:9])=[CH:5][CH:4]=1, predict the reactants needed to synthesize it. The reactants are: [F:1][CH:2]([F:41])[C:3]1[S:7][C:6]([C:8]([NH:10][C:11]2[N:15]([CH2:16][C@H:17]3[CH2:21][CH2:20][CH2:19][N:18]3C(OC(C)(C)C)=O)[C:14]3[CH:29]=[CH:30][C:31]([C:33](=[O:40])[NH:34][CH2:35][C:36]([CH3:39])([CH3:38])[CH3:37])=[CH:32][C:13]=3[N:12]=2)=[O:9])=[CH:5][CH:4]=1.C(Cl)Cl.Cl. (5) Given the product [CH3:1][O:2][C:3]1[CH:4]=[C:5]([NH:11][C:12]([NH:26][CH3:25])=[C:13]2[C:18](=[O:19])[O:17][C:16]([CH3:21])([CH3:20])[O:15][C:14]2=[O:22])[CH:6]=[CH:7][C:8]=1[O:9][CH3:10], predict the reactants needed to synthesize it. The reactants are: [CH3:1][O:2][C:3]1[CH:4]=[C:5]([NH:11][C:12](SC)=[C:13]2[C:18](=[O:19])[O:17][C:16]([CH3:21])([CH3:20])[O:15][C:14]2=[O:22])[CH:6]=[CH:7][C:8]=1[O:9][CH3:10].[CH3:25][NH2:26].